Dataset: Forward reaction prediction with 1.9M reactions from USPTO patents (1976-2016). Task: Predict the product of the given reaction. (1) Given the reactants C(O[BH-](OC(=O)C)OC(=O)C)(=O)C.[Na+].[C:15]1([CH3:28])[CH:20]=[CH:19][C:18]([NH:21][CH:22]2[CH2:27][CH2:26][NH:25][CH2:24][CH2:23]2)=[CH:17][CH:16]=1.[CH:29]([CH2:31][C:32]1([CH2:38][CH2:39][N:40]2[C:44](=[O:45])[C:43]3=[CH:46][CH:47]=[CH:48][CH:49]=[C:42]3[C:41]2=[O:50])[CH2:37][CH2:36][CH2:35][CH2:34][CH2:33]1)=O.C(O)(=O)C.C(=O)([O-])O.[Na+], predict the reaction product. The product is: [C:15]1([CH3:28])[CH:16]=[CH:17][C:18]([NH:21][CH:22]2[CH2:27][CH2:26][N:25]([CH2:29][CH2:31][C:32]3([CH2:38][CH2:39][N:40]4[C:44](=[O:45])[C:43]5=[CH:46][CH:47]=[CH:48][CH:49]=[C:42]5[C:41]4=[O:50])[CH2:33][CH2:34][CH2:35][CH2:36][CH2:37]3)[CH2:24][CH2:23]2)=[CH:19][CH:20]=1. (2) Given the reactants [CH3:1][O:2][C:3]1[CH:50]=[CH:49][C:6]([CH2:7][N:8]([C:44]2[S:45][CH:46]=[CH:47][N:48]=2)[S:9]([C:12]2[CH:13]=[CH:14][C:15]3[N:20]([C:21]4[CH:26]=[CH:25][C:24]([N+:27]([O-])=O)=[CH:23][C:22]=4[C:30]4[CH2:35][CH2:34][N:33]([C:36]([O:38][C:39]([CH3:42])([CH3:41])[CH3:40])=[O:37])[CH2:32][CH:31]=4)[CH2:19][CH2:18][O:17][C:16]=3[CH:43]=2)(=[O:11])=[O:10])=[CH:5][CH:4]=1.[Sn](Cl)Cl, predict the reaction product. The product is: [NH2:27][C:24]1[CH:25]=[CH:26][C:21]([N:20]2[CH2:19][CH2:18][O:17][C:16]3[CH:43]=[C:12]([S:9](=[O:10])(=[O:11])[N:8]([CH2:7][C:6]4[CH:5]=[CH:4][C:3]([O:2][CH3:1])=[CH:50][CH:49]=4)[C:44]4[S:45][CH:46]=[CH:47][N:48]=4)[CH:13]=[CH:14][C:15]2=3)=[C:22]([C:30]2[CH2:35][CH2:34][N:33]([C:36]([O:38][C:39]([CH3:41])([CH3:42])[CH3:40])=[O:37])[CH2:32][CH:31]=2)[CH:23]=1.